This data is from Reaction yield outcomes from USPTO patents with 853,638 reactions. The task is: Predict the reaction yield, written as a fraction of the theoretical maximum amount of product (1.0 means a 100% yield; for example, 0.34 means a 34% yield). (1) The reactants are O[C:2]1[C:11]2[C:6](=[C:7]([CH3:14])[C:8]([O:12][CH3:13])=[CH:9][CH:10]=2)[N:5]=[CH:4][CH:3]=1.O=P(Cl)(Cl)[Cl:17]. No catalyst specified. The product is [Cl:17][C:2]1[C:11]2[C:6](=[C:7]([CH3:14])[C:8]([O:12][CH3:13])=[CH:9][CH:10]=2)[N:5]=[CH:4][CH:3]=1. The yield is 0.925. (2) The reactants are [CH3:1][C:2]1[N:3]=[C:4]2[C:13]([N:14]3[C:20](=[O:21])[C:19]4[CH:22]=[N:23][C:24](SC)=[N:25][C:18]=4[N:17]4[CH2:28][CH2:29][CH2:30][C@H:16]4[CH2:15]3)=[CH:12][CH:11]=[CH:10][N:5]2[C:6](=[O:9])[C:7]=1[CH3:8].C1C=C(Cl)C=C(C(OO)=O)C=1.C(Cl)(Cl)Cl.[CH3:46][NH2:47].C1COCC1. The catalyst is ClCCl. The product is [CH3:1][C:2]1[N:3]=[C:4]2[C:13]([N:14]3[C:20](=[O:21])[C:19]4[CH:22]=[N:23][C:24]([NH:47][CH3:46])=[N:25][C:18]=4[N:17]4[CH2:28][CH2:29][CH2:30][C@H:16]4[CH2:15]3)=[CH:12][CH:11]=[CH:10][N:5]2[C:6](=[O:9])[C:7]=1[CH3:8]. The yield is 0.800. (3) The reactants are [C:1](Cl)(=[O:5])[C:2](Cl)=O.[Br:7][C:8]1[CH:9]=[C:10]([NH:15][C:16]2[C:17]3[CH:25]=[C:24]([NH2:26])[N:23]=[CH:22][C:18]=3[N:19]=[CH:20][N:21]=2)[CH:11]=[CH:12][C:13]=1[F:14].[CH2:27]([N:29]([CH2:32]C)[CH2:30]C)[CH3:28].BrC/C=C/C(O)=O.N(C)C.C(=O)([O-])[O-].[Na+].[Na+]. The catalyst is ClCCl.C1COCC1.CC(N(C)C)=O. The product is [Br:7][C:8]1[CH:9]=[C:10]([CH:11]=[CH:12][C:13]=1[F:14])[NH:15][C:16]1[C:17]2[CH:25]=[C:24]([NH:26][C:1](=[O:5])/[CH:2]=[CH:28]/[CH2:27][N:29]([CH3:32])[CH3:30])[N:23]=[CH:22][C:18]=2[N:19]=[CH:20][N:21]=1. The yield is 0.450. (4) The reactants are [C:1]([NH:18][C@@H:19]([C:23](O)=[O:24])[CH:20]([CH3:22])[CH3:21])([O:3][CH2:4][CH:5]1[C:17]2[C:12](=[CH:13][CH:14]=[CH:15][CH:16]=2)[C:11]2[C:6]1=[CH:7][CH:8]=[CH:9][CH:10]=2)=[O:2].ON1C(=O)CCC1=O.C(N=C=NC(C)C)(C)C.[NH:43](C(OCC1C2C(=CC=CC=2)C2C1=CC=CC=2)=O)[C@@H:44]([C:48]([O:50]N1C(=O)CCC1=O)=[O:49])[CH:45](C)C.N[C@@H](C(O)=O)C.C(=O)(O)[O-].[Na+]. The catalyst is C(Cl)Cl.C(COC)OC.C1COCC1.O. The product is [CH:16]1[C:17]2[CH:5]([CH2:4][O:3][C:1]([NH:18][C@H:19]([CH:20]([CH3:22])[CH3:21])[C:23]([NH:43][C@H:44]([CH3:45])[C:48]([OH:50])=[O:49])=[O:24])=[O:2])[C:6]3[C:11](=[CH:10][CH:9]=[CH:8][CH:7]=3)[C:12]=2[CH:13]=[CH:14][CH:15]=1. The yield is 0.540. (5) The reactants are C[SiH](C)C1C=CC=CC=1.[CH3:10][N:11]([CH3:22])[C:12](=O)[C:13]1[CH:18]=[CH:17][C:16]([O:19][CH3:20])=[CH:15][CH:14]=1. No catalyst specified. The product is [CH3:22][N:11]([CH2:12][C:13]1[CH:14]=[CH:15][C:16]([O:19][CH3:20])=[CH:17][CH:18]=1)[CH3:10]. The yield is 0.900. (6) The reactants are [S:1]1[CH:5]=[CH:4][C:3]([CH2:6][O:7][C:8]2[CH:13]=[CH:12][C:11]([CH2:14][C:15](Cl)=[N:16][OH:17])=[CH:10][CH:9]=2)=[CH:2]1.[C:19]([C:21]1[C:22]([NH2:28])=[N:23][C:24]([NH2:27])=[CH:25][CH:26]=1)#[CH:20].C(N(CC)CC)C. The catalyst is O1CCCC1. The product is [S:1]1[CH:5]=[CH:4][C:3]([CH2:6][O:7][C:8]2[CH:13]=[CH:12][C:11]([CH2:14][C:15]3[CH:20]=[C:19]([C:21]4[C:22]([NH2:28])=[N:23][C:24]([NH2:27])=[CH:25][CH:26]=4)[O:17][N:16]=3)=[CH:10][CH:9]=2)=[CH:2]1. The yield is 0.360. (7) The reactants are [NH2:1][C:2]1[CH:7]=[CH:6][CH:5]=[C:4]([C:8]([CH:10]2[CH2:15][CH2:14][N:13]([CH3:16])[CH2:12][CH2:11]2)=[O:9])[N:3]=1.[F:17][C:18]([F:30])([F:29])[C:19]1[CH:27]=[C:26]([F:28])[CH:25]=[CH:24][C:20]=1[C:21]([Cl:23])=[O:22]. The catalyst is O1CCOCC1. The product is [ClH:23].[F:29][C:18]([F:17])([F:30])[C:19]1[CH:27]=[C:26]([F:28])[CH:25]=[CH:24][C:20]=1[C:21]([NH:1][C:2]1[CH:7]=[CH:6][CH:5]=[C:4]([C:8]([CH:10]2[CH2:15][CH2:14][N:13]([CH3:16])[CH2:12][CH2:11]2)=[O:9])[N:3]=1)=[O:22]. The yield is 0.680. (8) The reactants are [O:1]=[C:2]([N:33]1[CH2:37][CH2:36][CH2:35][CH2:34]1)[CH2:3][O:4][C@@H:5]1[CH2:10][N:9]([C:11]([O:13][CH3:14])=[O:12])[C@H:8]([C:15]([N:17]2[CH2:22][CH2:21][N:20]([C:23]3[CH:28]=[CH:27][CH:26]=[CH:25][CH:24]=3)[CH2:19][CH2:18]2)=[O:16])[C@@H:7]([C:29](OC)=[O:30])[CH2:6]1.[OH:38][NH2:39].C[O-].[Na+].Cl. The catalyst is CO. The product is [OH:38][NH:39][C:29]([C@H:7]1[CH2:6][C@H:5]([O:4][CH2:3][C:2](=[O:1])[N:33]2[CH2:37][CH2:36][CH2:35][CH2:34]2)[CH2:10][N:9]([C:11]([O:13][CH3:14])=[O:12])[C@@H:8]1[C:15]([N:17]1[CH2:18][CH2:19][N:20]([C:23]2[CH:24]=[CH:25][CH:26]=[CH:27][CH:28]=2)[CH2:21][CH2:22]1)=[O:16])=[O:30]. The yield is 0.180. (9) The reactants are [Cl:1][C:2]1[C:11]2[C:6](=[CH:7][C:8]([OH:14])=[C:9]([O:12][CH3:13])[CH:10]=2)[N:5]=[CH:4][N:3]=1.C1(P(C2C=CC=CC=2)C2C=CC=CC=2)C=CC=CC=1.[CH2:34]([N:37]1[CH2:42][CH2:41][N:40]([CH2:43][CH2:44][CH2:45]O)[CH2:39][CH2:38]1)[C:35]#[CH:36]. The catalyst is ClCCl. The product is [Cl:1][C:2]1[C:11]2[C:6](=[CH:7][C:8]([O:14][CH2:45][CH2:44][CH2:43][N:40]3[CH2:39][CH2:38][N:37]([CH2:34][C:35]#[CH:36])[CH2:42][CH2:41]3)=[C:9]([O:12][CH3:13])[CH:10]=2)[N:5]=[CH:4][N:3]=1. The yield is 0.770. (10) The reactants are [CH:1]1[C:14]2[C:5](=[N:6][CH:7]=[C:8]3[C:13]=2[CH:12]=[CH:11][CH:10]=[CH:9]3)[CH:4]=[CH:3][CH:2]=1.[CH3:15][Li].[CH3:17][O:18][C:19]1[CH:24]=[CH:23][C:22]([S:25](Cl)(=[O:27])=[O:26])=[CH:21][CH:20]=1.[OH-].[Na+]. The catalyst is C(OCC)C. The product is [CH3:17][O:18][C:19]1[CH:24]=[CH:23][C:22]([S:25]([N:6]2[CH:7]([CH3:15])[C:8]3[C:13](=[CH:12][CH:11]=[CH:10][CH:9]=3)[C:14]3[CH:1]=[CH:2][CH:3]=[CH:4][C:5]2=3)(=[O:27])=[O:26])=[CH:21][CH:20]=1. The yield is 0.280.